Predict the reactants needed to synthesize the given product. From a dataset of Full USPTO retrosynthesis dataset with 1.9M reactions from patents (1976-2016). (1) The reactants are: [N+:1]([C:4]1[CH:5]=[C:6]2[C:10](=[CH:11][CH:12]=1)[NH:9][C:8](=[O:13])[CH2:7]2)([O-])=O.C(O)C. Given the product [NH2:1][C:4]1[CH:5]=[C:6]2[C:10](=[CH:11][CH:12]=1)[NH:9][C:8](=[O:13])[CH2:7]2, predict the reactants needed to synthesize it. (2) Given the product [Cl:1][C:2]1[CH:7]=[C:6]([Cl:8])[CH:5]=[CH:4][C:3]=1[S:9]([NH:12][C:13]1[CH:14]=[C:15]([C:19]([S:22][C:23]2[CH:28]=[CH:27][C:26]([S:29]([N:32]3[CH2:37][CH2:36][CH2:35][CH2:34][CH2:33]3)(=[O:30])=[O:31])=[CH:25][CH:24]=2)=[CH:20][N:21]=1)[C:16]([N:40]([O:41][CH3:42])[CH3:39])=[O:17])(=[O:11])=[O:10], predict the reactants needed to synthesize it. The reactants are: [Cl:1][C:2]1[CH:7]=[C:6]([Cl:8])[CH:5]=[CH:4][C:3]=1[S:9]([NH:12][C:13]1[CH:14]=[C:15]([C:19]([S:22][C:23]2[CH:28]=[CH:27][C:26]([S:29]([N:32]3[CH2:37][CH2:36][CH2:35][CH2:34][CH2:33]3)(=[O:31])=[O:30])=[CH:25][CH:24]=2)=[CH:20][N:21]=1)[C:16](O)=[O:17])(=[O:11])=[O:10].Cl.[CH3:39][NH:40][O:41][CH3:42].CN(C(ON1N=NC2C=CC=CC1=2)=[N+](C)C)C.[B-](F)(F)(F)F.CCN(C(C)C)C(C)C.